This data is from Reaction yield outcomes from USPTO patents with 853,638 reactions. The task is: Predict the reaction yield, written as a fraction of the theoretical maximum amount of product (1.0 means a 100% yield; for example, 0.34 means a 34% yield). (1) The reactants are [NH:1]1[C:5]([CH2:6][C:7]2[C:15]3[C:10](=[CH:11][CH:12]=[CH:13][CH:14]=3)[N:9]([CH2:16][CH:17]([C:19]3[CH:24]=[CH:23][CH:22]=[CH:21][CH:20]=3)[OH:18])[CH:8]=2)=[N:4][N:3]=[N:2]1.CC(OI1(OC(C)=O)(OC(C)=O)OC(=O)C2C=CC=CC1=2)=O. The catalyst is C(Cl)Cl. The product is [NH:4]1[C:5]([CH2:6][C:7]2[C:15]3[C:10](=[CH:11][CH:12]=[CH:13][CH:14]=3)[N:9]([CH2:16][C:17]([C:19]3[CH:24]=[CH:23][CH:22]=[CH:21][CH:20]=3)=[O:18])[CH:8]=2)=[N:1][N:2]=[N:3]1. The yield is 0.600. (2) The reactants are C([NH:8][C:9]1[C:10]([CH3:27])=[C:11]([CH3:26])[C:12]2[O:16][CH2:15][CH:14]([C:17]3[CH:22]=[CH:21][C:20]([CH3:23])=[CH:19][N:18]=3)[C:13]=2[C:24]=1[CH3:25])C1C=CC=CC=1. The catalyst is C(OCC)(=O)C.CCCCCC. The product is [CH3:25][C:24]1[C:13]2[CH:14]([C:17]3[CH:22]=[CH:21][C:20]([CH3:23])=[CH:19][N:18]=3)[CH2:15][O:16][C:12]=2[C:11]([CH3:26])=[C:10]([CH3:27])[C:9]=1[NH2:8]. The yield is 0.850. (3) The reactants are [CH3:1][O:2][C:3]1[C:8]([O:9][CH3:10])=[C:7]([O:11][CH3:12])[CH:6]=[C:5]([CH3:13])[C:4]=1[CH:14]([C:16]1[C:21]([Cl:22])=[CH:20][N:19]=[C:18]([Cl:23])[C:17]=1[Cl:24])[OH:15]. The catalyst is [O-2].[O-2].[Mn+4].C1(C)C=CC=CC=1. The product is [CH3:1][O:2][C:3]1[C:8]([O:9][CH3:10])=[C:7]([O:11][CH3:12])[CH:6]=[C:5]([CH3:13])[C:4]=1[C:14]([C:16]1[C:21]([Cl:22])=[CH:20][N:19]=[C:18]([Cl:23])[C:17]=1[Cl:24])=[O:15]. The yield is 0.870. (4) The reactants are [F:1][C:2]1[CH:3]=[C:4]([CH:33]=[C:34]([F:36])[CH:35]=1)[CH2:5][C@H:6]1[C@@H:10]([C@H:11]2[CH2:20][C:19]3[C:14](=[C:15]([O:21][Si:22]([CH:29]([CH3:31])[CH3:30])([CH:26]([CH3:28])[CH3:27])[CH:23]([CH3:25])[CH3:24])[CH:16]=[CH:17][CH:18]=3)[CH2:13][NH:12]2)[O:9][C:8](=[O:32])[NH:7]1.C(=O)([O-])[O-].[K+].[K+].Br[CH:44]([C:51]1[CH:56]=[CH:55][CH:54]=[CH:53][CH:52]=1)[C:45]1[CH:50]=[CH:49][CH:48]=[CH:47][CH:46]=1. The catalyst is C(#N)C. The product is [F:36][C:34]1[CH:33]=[C:4]([CH:3]=[C:2]([F:1])[CH:35]=1)[CH2:5][C@H:6]1[C@@H:10]([C@H:11]2[CH2:20][C:19]3[C:14](=[C:15]([O:21][Si:22]([CH:29]([CH3:30])[CH3:31])([CH:23]([CH3:24])[CH3:25])[CH:26]([CH3:27])[CH3:28])[CH:16]=[CH:17][CH:18]=3)[CH2:13][N:12]2[CH:44]([C:45]2[CH:50]=[CH:49][CH:48]=[CH:47][CH:46]=2)[C:51]2[CH:56]=[CH:55][CH:54]=[CH:53][CH:52]=2)[O:9][C:8](=[O:32])[NH:7]1. The yield is 0.750. (5) The reactants are I[C:2]1[CH:21]=[CH:20][C:5]([C:6]([NH:8][C:9]2[S:10][C:11]3[CH:17]=[C:16]([O:18][CH3:19])[CH:15]=[CH:14][C:12]=3[N:13]=2)=[O:7])=[CH:4][CH:3]=1.CC(C)([O-])C.[Na+].[NH2:28][C:29]1[CH:34]=[CH:33][CH:32]=[CH:31][CH:30]=1. The catalyst is CC(C1C=C(C(C)C)C(C2C(P(C3CCCCC3)C3CCCCC3)=C(OC)C=CC=2OC)=C(C(C)C)C=1)C.C1C=[C-]C(CCN)=CC=1.Cl[Pd+].CC(C1C=C(C(C)C)C(C2C(P(C3CCCCC3)C3CCCCC3)=C(OC)C=CC=2OC)=C(C(C)C)C=1)C. The product is [CH3:19][O:18][C:16]1[CH:15]=[CH:14][C:12]2[N:13]=[C:9]([NH:8][C:6](=[O:7])[C:5]3[CH:20]=[CH:21][C:2]([NH:28][C:29]4[CH:34]=[CH:33][CH:32]=[CH:31][CH:30]=4)=[CH:3][CH:4]=3)[S:10][C:11]=2[CH:17]=1. The yield is 0.210. (6) The reactants are [NH2:1][C:2]1[CH:3]=[C:4]2[C:9](=[CH:10][CH:11]=1)[N:8]=[C:7]([CH3:12])[N:6]([C:13]1[CH:18]=[CH:17][C:16]([O:19][CH2:20][CH2:21][CH2:22][N:23]3[CH2:28][CH2:27][CH2:26][CH2:25][CH2:24]3)=[CH:15][CH:14]=1)[C:5]2=[O:29].[C:30](Cl)(=[O:32])[CH3:31].C(OCC)(=O)C.[OH-].[Na+]. The catalyst is O1CCCC1.N1C=CC=CC=1. The product is [C:30]([NH:1][C:2]1[CH:3]=[C:4]2[C:9](=[CH:10][CH:11]=1)[N:8]=[C:7]([CH3:12])[N:6]([C:13]1[CH:14]=[CH:15][C:16]([O:19][CH2:20][CH2:21][CH2:22][N:23]3[CH2:28][CH2:27][CH2:26][CH2:25][CH2:24]3)=[CH:17][CH:18]=1)[C:5]2=[O:29])(=[O:32])[CH3:31]. The yield is 0.620. (7) The reactants are [NH2:1][C:2]1[CH:3]=[CH:4][C:5]([F:21])=[C:6]([C@:8]2([CH2:19][F:20])[CH2:13][C@@H:12]([C:14]([F:17])([F:16])[F:15])[O:11][C:10]([NH2:18])=[N:9]2)[CH:7]=1.C(N(CC)C(C)C)(C)C.[C:31]([C:33]1[CH:34]=[CH:35][C:36]([C:39](O)=[O:40])=[N:37][CH:38]=1)#[N:32].CCCP1(OP(CCC)(=O)OP(CCC)(=O)O1)=O. The catalyst is C(Cl)Cl.O. The product is [NH2:18][C:10]1[O:11][C@H:12]([C:14]([F:17])([F:15])[F:16])[CH2:13][C@:8]([C:6]2[CH:7]=[C:2]([NH:1][C:39](=[O:40])[C:36]3[CH:35]=[CH:34][C:33]([C:31]#[N:32])=[CH:38][N:37]=3)[CH:3]=[CH:4][C:5]=2[F:21])([CH2:19][F:20])[N:9]=1. The yield is 0.420.